From a dataset of Forward reaction prediction with 1.9M reactions from USPTO patents (1976-2016). Predict the product of the given reaction. (1) Given the reactants Cl[C:2]1[C:11]([CH:12]=[O:13])=[CH:10][C:9]2[C:4](=[CH:5][CH:6]=[CH:7][CH:8]=2)[N:3]=1.C(=O)([O-])[O-].[K+].[K+].[CH:20]1(N(C)CC)[CH2:24][CH2:23][CH2:22][CH2:21]1, predict the reaction product. The product is: [CH:20]1([CH2:4][N:3]([CH2:2][CH3:11])[C:2]2[C:11]([CH:12]=[O:13])=[CH:10][C:9]3[C:4](=[CH:5][CH:6]=[CH:7][CH:8]=3)[N:3]=2)[CH2:21][CH2:22][CH2:23][CH2:24]1. (2) Given the reactants [C:1]([O:5][NH:6][C:7]([C:9]1[N:10]=[CH:11][C:12]2[C:17]([CH:18]=1)=[CH:16][CH:15]=[CH:14][CH:13]=2)=[O:8])([CH3:4])([CH3:3])[CH3:2].C(=O)([O-])[O-].[K+].[K+].Br[CH2:26][CH2:27][C:28]1[CH:33]=[CH:32][CH:31]=[CH:30][CH:29]=1, predict the reaction product. The product is: [C:1]([O:5][N:6]([CH2:26][CH2:27][C:28]1[CH:33]=[CH:32][CH:31]=[CH:30][CH:29]=1)[C:7]([C:9]1[N:10]=[CH:11][C:12]2[C:17]([CH:18]=1)=[CH:16][CH:15]=[CH:14][CH:13]=2)=[O:8])([CH3:4])([CH3:2])[CH3:3].